Dataset: Reaction yield outcomes from USPTO patents with 853,638 reactions. Task: Predict the reaction yield, written as a fraction of the theoretical maximum amount of product (1.0 means a 100% yield; for example, 0.34 means a 34% yield). (1) The reactants are P(Cl)(Cl)([Cl:3])=O.[CH3:6][N:7]([CH3:32])[C@@H:8]1[CH2:12][CH2:11][N:10]([C:13]2[CH:22]=[C:21]3[C:16]([CH2:17][NH:18][C:19](=O)[NH:20]3)=[C:15]([O:24][CH:25]3[CH2:30][CH2:29][N:28]([CH3:31])[CH2:27][CH2:26]3)[CH:14]=2)[CH2:9]1.C(N(C(C)C)CC)(C)C. The catalyst is ClCCCl. The product is [Cl:3][C:17]1[C:16]2[C:21](=[CH:22][C:13]([N:10]3[CH2:11][CH2:12][C@@H:8]([N:7]([CH3:32])[CH3:6])[CH2:9]3)=[CH:14][C:15]=2[O:24][CH:25]2[CH2:30][CH2:29][N:28]([CH3:31])[CH2:27][CH2:26]2)[N:20]=[CH:19][N:18]=1. The yield is 0.810. (2) The reactants are [CH3:1][O:2][C:3]([C:5]1[S:6][C:7]([CH2:10][CH2:11][CH2:12][C@H:13]2[CH2:17][CH2:16][C:15]([C:19]([CH3:27])([CH3:26])[O:20][SiH2:21][C:22]([CH3:25])([CH3:24])[CH3:23])(O)[C@@H:14]2[C:28]2[CH:33]=[CH:32][C:31]([CH:34]([O:40][CH2:41][C:42]3[CH:47]=[CH:46][C:45]([O:48][CH3:49])=[CH:44][CH:43]=3)[CH2:35][CH2:36][CH2:37][CH2:38][CH3:39])=[CH:30][CH:29]=2)=[CH:8][CH:9]=1)=[O:4].C([N+](CC)(CC)S(NC(=O)OC)(=O)=O)C. The catalyst is C1C=CC=CC=1. The product is [CH3:1][O:2][C:3]([C:5]1[S:6][C:7]([CH2:10][CH2:11][CH2:12][C@H:13]2[CH2:17][CH2:16][C:15]([C:19]([CH3:27])([CH3:26])[O:20][SiH2:21][C:22]([CH3:25])([CH3:23])[CH3:24])=[C:14]2[C:28]2[CH:29]=[CH:30][C:31]([CH:34]([O:40][CH2:41][C:42]3[CH:43]=[CH:44][C:45]([O:48][CH3:49])=[CH:46][CH:47]=3)[CH2:35][CH2:36][CH2:37][CH2:38][CH3:39])=[CH:32][CH:33]=2)=[CH:8][CH:9]=1)=[O:4]. The yield is 0.680. (3) The reactants are Br[C:2]1[C:3]2[CH:15]=[CH:14][CH:13]=[CH:12][C:4]=2[S:5][C:6]=1[CH2:7][CH2:8][N:9]([CH3:11])[CH3:10].CN(CCN(C)C)C.[Li]CCCC.[N:29]1[CH:34]=[CH:33][CH:32]=[CH:31][C:30]=1[CH:35]=[O:36]. The catalyst is C1(C)C=CC=CC=1. The product is [CH3:10][N:9]([CH3:11])[CH2:8][CH2:7][C:6]1[S:5][C:4]2[CH:12]=[CH:13][CH:14]=[CH:15][C:3]=2[C:2]=1[CH:35]([C:30]1[CH:31]=[CH:32][CH:33]=[CH:34][N:29]=1)[OH:36]. The yield is 0.820. (4) The reactants are [CH2:1]([O:8][NH2:9])[C:2]1[CH:7]=[CH:6][CH:5]=[CH:4][CH:3]=1.[CH2:10]([N:17]1[CH2:22][CH2:21][CH:20]=[C:19]([CH2:23][CH2:24][C:25]([OH:27])=O)[C:18]1=[O:28])[C:11]1[CH:16]=[CH:15][CH:14]=[CH:13][CH:12]=1.[CH2:29](Cl)CCl. No catalyst specified. The product is [CH2:1]([O:8][NH:9][C:25](=[O:27])[CH2:24][CH2:23][C:19]1[C:18](=[O:28])[N:17]([CH2:10][CH2:11][C:16]2[CH:15]=[CH:14][CH:13]=[CH:12][CH:29]=2)[CH2:22][CH2:21][CH:20]=1)[C:2]1[CH:7]=[CH:6][CH:5]=[CH:4][CH:3]=1. The yield is 0.750.